From a dataset of Catalyst prediction with 721,799 reactions and 888 catalyst types from USPTO. Predict which catalyst facilitates the given reaction. (1) Reactant: Cl.[NH2:2][C@@H:3]1[CH2:5][C@H:4]1[C:6]1[CH:7]=[C:8]([CH:13]=[CH:14][C:15]=1[CH3:16])[C:9]([O:11][CH3:12])=[O:10].C(=O)([O-])O.[Na+].[CH:22]1([CH:25]=O)[CH2:24][CH2:23]1.[BH4-].[Na+].[C:29](O[C:29]([O:31][C:32]([CH3:35])([CH3:34])[CH3:33])=[O:30])([O:31][C:32]([CH3:35])([CH3:34])[CH3:33])=[O:30]. Product: [C:32]([O:31][C:29]([N:2]([CH2:25][CH:22]1[CH2:23][CH2:24]1)[C@@H:3]1[CH2:5][C@H:4]1[C:6]1[CH:7]=[C:8]([CH:13]=[CH:14][C:15]=1[CH3:16])[C:9]([O:11][CH3:12])=[O:10])=[O:30])([CH3:35])([CH3:34])[CH3:33]. The catalyst class is: 799. (2) Reactant: [I:1][C:2]([C:5]([C:8]([C:11]([C:14]([C:17]([S:20]([O:22][Na])=[O:21])([F:19])[F:18])([F:16])[F:15])([F:13])[F:12])([F:10])[F:9])([F:7])[F:6])([F:4])[F:3].[Cl:24]Cl. Product: [I:1][C:2]([C:5]([C:8]([C:11]([C:14]([C:17]([S:20]([Cl:24])(=[O:22])=[O:21])([F:19])[F:18])([F:16])[F:15])([F:13])[F:12])([F:10])[F:9])([F:7])[F:6])([F:4])[F:3]. The catalyst class is: 6. (3) Reactant: [Cl:1][CH2:2][C:3]([N:5]1[C:13]2[C:8](=[CH:9][CH:10]=[CH:11][CH:12]=2)[CH2:7][CH2:6]1)=[O:4].[C:14]1([P:20]([C:27]2[CH:32]=[CH:31][CH:30]=[CH:29][CH:28]=2)[C:21]2[CH:26]=[CH:25][CH:24]=[CH:23][CH:22]=2)[CH:19]=[CH:18][CH:17]=[CH:16][CH:15]=1. Product: [Cl-:1].[N:5]1([C:3](=[O:4])[CH2:2][P+:20]([C:21]2[CH:22]=[CH:23][CH:24]=[CH:25][CH:26]=2)([C:27]2[CH:32]=[CH:31][CH:30]=[CH:29][CH:28]=2)[C:14]2[CH:15]=[CH:16][CH:17]=[CH:18][CH:19]=2)[C:13]2[C:8](=[CH:9][CH:10]=[CH:11][CH:12]=2)[CH2:7][CH2:6]1. The catalyst class is: 11.